From a dataset of Forward reaction prediction with 1.9M reactions from USPTO patents (1976-2016). Predict the product of the given reaction. (1) Given the reactants Cl[C:2]1[N:3]=[C:4]([NH:11][C@@H:12]2[CH2:17][CH2:16][C@H:15]([NH:18][C:19](=[O:22])[CH:20]=[CH2:21])[CH2:14][CH2:13]2)[C:5]2[S:10][CH:9]=[CH:8][C:6]=2[N:7]=1.[CH3:23][N:24]1[CH:28]=[C:27]([NH2:29])[CH:26]=[N:25]1.FC(F)(F)C(O)=O.[OH-].[Na+], predict the reaction product. The product is: [CH3:23][N:24]1[CH:28]=[C:27]([NH:29][C:2]2[N:3]=[C:4]([NH:11][C@@H:12]3[CH2:17][CH2:16][C@H:15]([NH:18][C:19](=[O:22])[CH:20]=[CH2:21])[CH2:14][CH2:13]3)[C:5]3[S:10][CH:9]=[CH:8][C:6]=3[N:7]=2)[CH:26]=[N:25]1. (2) The product is: [OH:29][C:27]([CH3:30])([CH3:28])[CH2:26][N:23]1[CH2:22][CH2:21][CH:20]([CH:18]([C:9]2[N:7]3[N:8]=[C:3]([O:2][CH3:1])[CH:4]=[CH:5][C:6]3=[C:11]([C:12]([O:14][CH2:15][CH3:16])=[O:13])[C:10]=2[CH3:17])[CH3:19])[CH2:25][CH2:24]1. Given the reactants [CH3:1][O:2][C:3]1[CH:4]=[CH:5][C:6]2[N:7]([C:9]([CH:18]([CH:20]3[CH2:25][CH2:24][N:23]([CH2:26][C:27](=[O:29])[CH3:28])[CH2:22][CH2:21]3)[CH3:19])=[C:10]([CH3:17])[C:11]=2[C:12]([O:14][CH2:15][CH3:16])=[O:13])[N:8]=1.[CH3:30][Mg]Br, predict the reaction product. (3) Given the reactants C([Li])CCC.Br[C:7]1[S:20][C:10]2[C:11]3[CH:19]=[N:18][CH:17]=[CH:16][C:12]=3[O:13][CH2:14][CH2:15][C:9]=2[CH:8]=1.[Cl:21][C:22]1[CH:27]=[CH:26][CH:25]=[CH:24][C:23]=1[N:28]=[C:29]=[O:30].Cl.C([O-])(O)=O.[Na+], predict the reaction product. The product is: [Cl:21][C:22]1[CH:27]=[CH:26][CH:25]=[CH:24][C:23]=1[NH:28][C:29]([C:7]1[S:20][C:10]2[C:11]3[CH:19]=[N:18][CH:17]=[CH:16][C:12]=3[O:13][CH2:14][CH2:15][C:9]=2[CH:8]=1)=[O:30]. (4) Given the reactants [CH3:1][C:2]1([CH3:20])[CH2:11][C:10]2[N:9]=[C:8](OS(C(F)(F)F)(=O)=O)[CH:7]=[CH:6][C:5]=2[CH2:4][CH2:3]1.C(N(CC)CC)C.[C:28]([O:31][CH2:32]C)(=[O:30])C, predict the reaction product. The product is: [CH3:32][O:31][C:28]([C:8]1[CH:7]=[CH:6][C:5]2[CH2:4][CH2:3][C:2]([CH3:20])([CH3:1])[CH2:11][C:10]=2[N:9]=1)=[O:30]. (5) The product is: [CH:26]1([C:14]2[C:15]3[O:22][C:19]4([CH2:20][CH2:21]4)[CH2:18][C:17]([CH3:23])([CH3:24])[C:16]=3[CH:25]=[C:12]([C:11]#[C:10][C:7]3[CH:8]=[CH:9][C:4]([C:3]([OH:30])=[O:2])=[C:5]([F:29])[CH:6]=3)[CH:13]=2)[CH2:27][CH2:28]1. Given the reactants C[O:2][C:3](=[O:30])[C:4]1[CH:9]=[CH:8][C:7]([C:10]#[C:11][C:12]2[CH:13]=[C:14]([CH:26]3[CH2:28][CH2:27]3)[C:15]3[O:22][C:19]4([CH2:21][CH2:20]4)[CH2:18][C:17]([CH3:24])([CH3:23])[C:16]=3[CH:25]=2)=[CH:6][C:5]=1[F:29].CO.[OH-].[Na+].O, predict the reaction product.